The task is: Predict the reactants needed to synthesize the given product.. This data is from Full USPTO retrosynthesis dataset with 1.9M reactions from patents (1976-2016). (1) Given the product [ClH:1].[Cl:16][C:10]1[CH:11]=[CH:12][CH:13]=[C:14]([Cl:15])[C:9]=1[CH2:8][C:6]1[N:7]=[C:2]([NH:29][OH:28])[N:3]=[C:4]([NH:17][C:18]2[CH:25]=[CH:24][C:21]([C:22]#[N:23])=[CH:20][CH:19]=2)[N:5]=1, predict the reactants needed to synthesize it. The reactants are: [Cl:1][C:2]1[N:7]=[C:6]([CH2:8][C:9]2[C:14]([Cl:15])=[CH:13][CH:12]=[CH:11][C:10]=2[Cl:16])[N:5]=[C:4]([NH:17][C:18]2[CH:25]=[CH:24][C:21]([C:22]#[N:23])=[CH:20][CH:19]=2)[N:3]=1.C[Si](C)(C)[O:28][NH2:29]. (2) The reactants are: [CH2:1](Br)[C:2]1[CH:7]=[CH:6][CH:5]=[CH:4][CH:3]=1.CN(C)C=O.[C:14]([NH:21][S:22]([NH2:25])(=[O:24])=[O:23])([O:16][C:17]([CH3:20])([CH3:19])[CH3:18])=[O:15].C(=O)([O-])[O-].[K+].[K+]. Given the product [CH2:1]([N:21]([S:22](=[O:23])(=[O:24])[NH2:25])[C:14](=[O:15])[O:16][C:17]([CH3:20])([CH3:19])[CH3:18])[C:2]1[CH:7]=[CH:6][CH:5]=[CH:4][CH:3]=1, predict the reactants needed to synthesize it. (3) Given the product [C:1]([C:4]1[CH:13]=[CH:12][CH:11]=[C:10]2[C:5]=1[CH2:6][CH2:7][N:8]1[C:18](=[O:19])[CH2:17][N:16]=[C:15]([N:31]3[CH:32]=[C:28]([CH2:26][CH3:27])[N:29]=[CH:30]3)[CH:14]=[C:9]12)(=[O:3])[CH3:2], predict the reactants needed to synthesize it. The reactants are: [C:1]([C:4]1[CH:13]=[CH:12][CH:11]=[C:10]2[C:5]=1[CH2:6][CH2:7][N:8]1[C:18](=[O:19])[CH2:17][NH:16][C:15](=O)[CH:14]=[C:9]12)(=[O:3])[CH3:2].O=P(Cl)(Cl)Cl.[CH2:26]([C:28]1[N:29]=[CH:30][NH:31][CH:32]=1)[CH3:27].C([O-])(O)=O.[Na+]. (4) Given the product [CH2:7]1[C:8]2[C:13](=[CH:12][CH:11]=[CH:10][CH:9]=2)[CH2:14][CH:6]1[C:4](=[O:5])[CH2:16][C:17]1[CH:22]=[CH:21][CH:20]=[CH:19][CH:18]=1, predict the reactants needed to synthesize it. The reactants are: CON(C)[C:4]([CH:6]1[CH2:14][C:13]2[C:8](=[CH:9][CH:10]=[CH:11][CH:12]=2)[CH2:7]1)=[O:5].[CH2:16]([Mg]Br)[C:17]1[CH:22]=[CH:21][CH:20]=[CH:19][CH:18]=1.[Cl-].[NH4+]. (5) Given the product [C:1]([O:5][C:6]([N:8]1[CH2:13][CH2:12][C:11]2[N:14]([CH3:33])[C:15]([C:17]3[C:22]([C:23]#[C:24][C:25]4[CH:30]=[CH:29][CH:28]=[C:27]([NH:31][C:54]([NH:53][C:47]5[CH:52]=[CH:51][CH:50]=[CH:49][CH:48]=5)=[O:55])[CH:26]=4)=[CH:21][N:20]=[C:19]([NH2:32])[N:18]=3)=[CH:16][C:10]=2[C:9]1=[O:34])=[O:7])([CH3:4])([CH3:3])[CH3:2], predict the reactants needed to synthesize it. The reactants are: [C:1]([O:5][C:6]([N:8]1[CH2:13][CH2:12][C:11]2[N:14]([CH3:33])[C:15]([C:17]3[C:22]([C:23]#[C:24][C:25]4[CH:30]=[CH:29][CH:28]=[C:27]([NH2:31])[CH:26]=4)=[CH:21][N:20]=[C:19]([NH2:32])[N:18]=3)=[CH:16][C:10]=2[C:9]1=[O:34])=[O:7])([CH3:4])([CH3:3])[CH3:2].O1CCOCC1.CC(N(C)C)=O.[C:47]1([N:53]=[C:54]=[O:55])[CH:52]=[CH:51][CH:50]=[CH:49][CH:48]=1. (6) Given the product [F:8][C:9]1[CH:10]=[C:11]2[C:15](=[CH:16][CH:17]=1)[N:14]([CH3:18])[N:13]=[C:12]2[C:19](=[O:20])[CH:21]([NH:28][C:29]1[CH:34]=[CH:33][CH:32]=[C:31]([O:35][CH3:36])[CH:30]=1)[C:22]1[CH:23]=[CH:24][CH:25]=[CH:26][CH:27]=1, predict the reactants needed to synthesize it. The reactants are: C(N(CC)CC)C.[F:8][C:9]1[CH:10]=[C:11]2[C:15](=[CH:16][CH:17]=1)[N:14]([CH3:18])[N:13]=[C:12]2[CH:19]=[O:20].[CH:21](=[N:28][C:29]1[CH:34]=[CH:33][CH:32]=[C:31]([O:35][CH3:36])[CH:30]=1)[C:22]1[CH:27]=[CH:26][CH:25]=[CH:24][CH:23]=1.